This data is from Catalyst prediction with 721,799 reactions and 888 catalyst types from USPTO. The task is: Predict which catalyst facilitates the given reaction. (1) Reactant: [F:1][C:2]1[CH:7]=[CH:6][CH:5]=[CH:4][C:3]=1[N:8]1[C:16](=[O:17])[C:15]2[C@H:14]3[C:18]([CH3:20])([CH3:19])[C@:11]([CH3:21])([CH2:12][CH2:13]3)[C:10]=2[NH:9]1.[CH2:22](Br)[C:23]1[CH:28]=[CH:27][CH:26]=[CH:25][CH:24]=1. Product: [CH2:22]([N:9]1[C:10]2[C@:11]3([CH3:21])[C:18]([CH3:20])([CH3:19])[C@@H:14]([CH2:13][CH2:12]3)[C:15]=2[C:16](=[O:17])[N:8]1[C:3]1[CH:4]=[CH:5][CH:6]=[CH:7][C:2]=1[F:1])[C:23]1[CH:28]=[CH:27][CH:26]=[CH:25][CH:24]=1. The catalyst class is: 711. (2) The catalyst class is: 197. Reactant: Cl[C:2]1[N:6]([CH3:7])[N:5]=[CH:4][C:3]=1[N+:8]([O-:10])=[O:9].C(N(CC)CC)C.[F-].[K+].Br.Br.[CH2:22]1[C:24]2([CH2:30][NH:29][CH2:28][CH2:27][NH:26][CH2:25]2)[CH2:23]1. Product: [CH3:7][N:6]1[C:2]([N:26]2[CH2:27][CH2:28][NH:29][CH2:30][C:24]3([CH2:22][CH2:23]3)[CH2:25]2)=[C:3]([N+:8]([O-:10])=[O:9])[CH:4]=[N:5]1. (3) Reactant: [N+:1]([C:4]1[CH:19]=[CH:18][C:7]([O:8][CH2:9][CH2:10][O:11][C:12]2[CH:17]=[CH:16][CH:15]=[CH:14][N:13]=2)=[CH:6][CH:5]=1)([O-])=O.O.O.[Sn](Cl)Cl.[OH-].[Na+]. Product: [N:13]1[CH:14]=[CH:15][CH:16]=[CH:17][C:12]=1[O:11][CH2:10][CH2:9][O:8][C:7]1[CH:6]=[CH:5][C:4]([NH2:1])=[CH:19][CH:18]=1. The catalyst class is: 8. (4) Reactant: [Br:1][C:2]1[CH:7]=[CH:6][C:5]([CH:8]([OH:21])[CH2:9][N:10]([CH2:18][CH2:19]O)[C:11](=[O:17])[O:12][C:13]([CH3:16])([CH3:15])[CH3:14])=[C:4]([F:22])[CH:3]=1.C1(P(C2C=CC=CC=2)C2C=CC=CC=2)C=CC=CC=1.CC(OC(/N=N/C(OC(C)C)=O)=O)C. Product: [C:13]([O:12][C:11]([N:10]1[CH2:18][CH2:19][O:21][CH:8]([C:5]2[CH:6]=[CH:7][C:2]([Br:1])=[CH:3][C:4]=2[F:22])[CH2:9]1)=[O:17])([CH3:16])([CH3:15])[CH3:14]. The catalyst class is: 237. (5) The catalyst class is: 2. Reactant: [C:1]([OH:6])(=O)[CH:2]([CH3:4])[CH3:3].O=C1N(P(Cl)(N2CCOC2=O)=O)CCO1.C(N(CC)CC)C.[Br:29][C:30]1[C:31]([F:40])=[C:32]2[C:38]([NH2:39])=[CH:37][NH:36][C:33]2=[N:34][CH:35]=1.[Li+].[OH-].C([O-])([O-])=O.[Na+].[Na+]. Product: [Br:29][C:30]1[C:31]([F:40])=[C:32]2[C:38]([NH:39][C:1](=[O:6])[CH:2]([CH3:4])[CH3:3])=[CH:37][NH:36][C:33]2=[N:34][CH:35]=1. (6) Reactant: [CH3:1][O:2][C:3]([C:5]1[CH:6]=[C:7]([C:12]2[CH:17]=[CH:16][CH:15]=[C:14]([C:18]3[C:27]4[C:22](=[CH:23][C:24]([O:33][CH3:34])=[C:25]5[O:30][C:29]([CH3:32])([CH3:31])[CH2:28][C:26]5=4)[CH2:21][C:20]([CH3:36])([CH3:35])[N:19]=3)[CH:13]=2)[CH:8]=[CH:9][C:10]=1[NH2:11])=[O:4].[C:37](OC(=O)C)(=[O:39])[CH3:38]. Product: [CH3:1][O:2][C:3]([C:5]1[CH:6]=[C:7]([C:12]2[CH:17]=[CH:16][CH:15]=[C:14]([C:18]3[C:27]4[C:22](=[CH:23][C:24]([O:33][CH3:34])=[C:25]5[O:30][C:29]([CH3:31])([CH3:32])[CH2:28][C:26]5=4)[CH2:21][C:20]([CH3:36])([CH3:35])[N:19]=3)[CH:13]=2)[CH:8]=[CH:9][C:10]=1[NH:11][C:37](=[O:39])[CH3:38])=[O:4]. The catalyst class is: 6. (7) Product: [C:19]([O:23][C:24]([NH:26][CH2:27][C:28]1[CH:33]=[CH:32][CH:31]=[CH:30][C:29]=1[C:8]1[N:13]=[C:12]([C:14]([O:16][CH2:17][CH3:18])=[O:15])[CH:11]=[CH:10][CH:9]=1)=[O:25])([CH3:22])([CH3:20])[CH3:21]. Reactant: COCCOC.Br[C:8]1[N:13]=[C:12]([C:14]([O:16][CH2:17][CH3:18])=[O:15])[CH:11]=[CH:10][CH:9]=1.[C:19]([O:23][C:24]([NH:26][CH2:27][C:28]1[CH:33]=[CH:32][CH:31]=[CH:30][C:29]=1B(O)O)=[O:25])([CH3:22])([CH3:21])[CH3:20].C(=O)([O-])[O-].[Na+].[Na+]. The catalyst class is: 668. (8) Reactant: [CH3:1][O:2][C:3]1[CH:4]=[C:5](/[C:11](=[CH:14]/[C:15]2[S:16][C:17]([N:20]3[CH2:25][CH2:24][CH:23]([OH:26])[CH2:22][CH2:21]3)=[CH:18][CH:19]=2)/[C:12]#[N:13])[CH:6]=[CH:7][C:8]=1[O:9][CH3:10].[CH3:27][N:28]([CH3:33])[CH2:29][C:30](O)=[O:31].C1(C)C=CC(S(Cl)(=O)=O)=CC=1. Product: [CH3:27][N:28]([CH2:29][C:30]([O:26][CH:23]1[CH2:22][CH2:21][N:20]([C:17]2[S:16][C:15](/[CH:14]=[C:11](\[C:12]#[N:13])/[C:5]3[CH:6]=[CH:7][C:8]([O:9][CH3:10])=[C:3]([O:2][CH3:1])[CH:4]=3)=[CH:19][CH:18]=2)[CH2:25][CH2:24]1)=[O:31])[CH3:33]. The catalyst class is: 17. (9) Reactant: O=[C:2]1[C:10]2C(=CC=CC=2)C(=O)[N:3]1[O:12][CH2:13][C:14]([NH2:16])=[O:15].O.NN.CO.[N:22]1[C:31]2[C:26](=[CH:27][C:28]([CH2:32][C:33]3[N:37]4[N:38]=[C:39](C(=O)C)[CH:40]=[CH:41][C:36]4=[N:35][N:34]=3)=[CH:29][CH:30]=2)[CH:25]=[CH:24][CH:23]=1. Product: [N:22]1[C:31]2[C:26](=[CH:27][C:28]([CH2:32][C:33]3[N:37]4[N:38]=[C:39](/[C:2](=[N:3]/[O:12][CH2:13][C:14]([NH2:16])=[O:15])/[CH3:10])[CH:40]=[CH:41][C:36]4=[N:35][N:34]=3)=[CH:29][CH:30]=2)[CH:25]=[CH:24][CH:23]=1. The catalyst class is: 15.